Dataset: Full USPTO retrosynthesis dataset with 1.9M reactions from patents (1976-2016). Task: Predict the reactants needed to synthesize the given product. (1) Given the product [C:16]([CH2:15][N:8]1[C:9]2[CH:10]=[CH:11][CH:12]=[CH:13][C:14]=2[C:6]2[N:5]=[C:4]([S:18][CH2:19][C:20]([OH:22])=[O:21])[N:3]([C:27]3[CH:28]=[CH:29][CH:30]=[CH:31][CH:32]=3)[C:2](=[O:1])[C:7]1=2)#[N:42], predict the reactants needed to synthesize it. The reactants are: [O:1]=[C:2]1[C:7]2[N:8]([CH2:15][CH2:16]C)[C:9]3[CH:10]=[CH:11][CH:12]=[CH:13][C:14]=3[C:6]=2[N:5]=[C:4]([S:18][CH2:19][C:20]([O:22]C(C)(C)C)=[O:21])[N:3]1[C:27]1[CH:32]=[CH:31][CH:30]=[CH:29][CH:28]=1.FC(F)(F)C(O)=O.C(#[N:42])C. (2) Given the product [C:1]12([NH:11][CH2:12][C:13]3[CH:14]=[CH:15][C:16]([C:17]([OH:19])=[O:18])=[CH:21][CH:22]=3)[CH2:10][CH:5]3[CH2:6][CH:7]([CH2:9][CH:3]([CH2:4]3)[CH2:2]1)[CH2:8]2, predict the reactants needed to synthesize it. The reactants are: [C:1]12([NH:11][CH2:12][C:13]3[CH:22]=[CH:21][C:16]([C:17]([O:19]C)=[O:18])=[CH:15][CH:14]=3)[CH2:10][CH:5]3[CH2:6][CH:7]([CH2:9][CH:3]([CH2:4]3)[CH2:2]1)[CH2:8]2.[OH-].[Na+].C(O)(=O)C. (3) Given the product [CH2:1]([O:8][C:9]1[CH:14]=[CH:13][C:12]([N:15]2[CH2:20][CH2:19][N:18]([C:21](=[O:48])[CH2:22][NH:23][C:24](=[O:47])[C:25]3[CH:30]=[CH:29][CH:28]=[C:27]([O:31][C@H:32]4[CH2:35][C@@H:34]([F:52])[CH2:33]4)[CH:26]=3)[CH2:17][CH2:16]2)=[CH:11][CH:10]=1)[C:2]1[CH:7]=[CH:6][CH:5]=[CH:4][CH:3]=1, predict the reactants needed to synthesize it. The reactants are: [CH2:1]([O:8][C:9]1[CH:14]=[CH:13][C:12]([N:15]2[CH2:20][CH2:19][N:18]([C:21](=[O:48])[CH2:22][NH:23][C:24](=[O:47])[C:25]3[CH:30]=[CH:29][CH:28]=[C:27]([O:31][CH:32]4[CH2:35][CH:34](OS(C5C(C)=CC=CC=5)(=O)=O)[CH2:33]4)[CH:26]=3)[CH2:17][CH2:16]2)=[CH:11][CH:10]=1)[C:2]1[CH:7]=[CH:6][CH:5]=[CH:4][CH:3]=1.O.O.O.[F-:52].C([N+](CCCC)(CCCC)CCCC)CCC.